The task is: Predict the product of the given reaction.. This data is from Forward reaction prediction with 1.9M reactions from USPTO patents (1976-2016). Given the reactants I[C:2]1[C:3]([O:20][CH3:21])=[CH:4][C:5]([CH:17]([CH3:19])[CH3:18])=[C:6]([CH:16]=1)[O:7][C:8]1[C:9]([NH2:15])=[N:10][C:11]([NH2:14])=[N:12][CH:13]=1.C[Si](C)(C)[C:24]#[C:25][CH3:26].[F-].C([N+](CCCC)(CCCC)CCCC)CCC.C1COCC1, predict the reaction product. The product is: [CH:17]([C:5]1[CH:4]=[C:3]([O:20][CH3:21])[C:2]([C:24]#[C:25][CH3:26])=[CH:16][C:6]=1[O:7][C:8]1[C:9]([NH2:15])=[N:10][C:11]([NH2:14])=[N:12][CH:13]=1)([CH3:19])[CH3:18].